Dataset: Full USPTO retrosynthesis dataset with 1.9M reactions from patents (1976-2016). Task: Predict the reactants needed to synthesize the given product. (1) Given the product [Br:1][C:2]1[CH:7]=[CH:6][C:5]([NH:8][C:9](=[O:20])[NH:10][C:11]2[CH:12]=[CH:13][C:14]([C:15]([N:23]([CH3:24])[CH3:22])=[O:17])=[CH:18][CH:19]=2)=[C:4]([F:21])[CH:3]=1, predict the reactants needed to synthesize it. The reactants are: [Br:1][C:2]1[CH:7]=[CH:6][C:5]([NH:8][C:9](=[O:20])[NH:10][C:11]2[CH:19]=[CH:18][C:14]([C:15]([OH:17])=O)=[CH:13][CH:12]=2)=[C:4]([F:21])[CH:3]=1.[CH3:22][N:23](C=O)[CH3:24].C1C=CC2N(O)N=NC=2C=1.C(Cl)CCl. (2) Given the product [N:3]1([C:9]2[N:10]=[C:11]([CH2:16][C:17]([O-:19])=[O:18])[NH:12][C:13](=[O:15])[CH:14]=2)[CH2:4][CH2:5][O:6][CH2:7][CH2:8]1.[Na+:2], predict the reactants needed to synthesize it. The reactants are: [OH-].[Na+:2].[N:3]1([C:9]2[N:10]=[C:11]([CH2:16][C:17]([O:19]CC)=[O:18])[NH:12][C:13](=[O:15])[CH:14]=2)[CH2:8][CH2:7][O:6][CH2:5][CH2:4]1. (3) Given the product [Cl:26][C:8]1[N:7]=[C:6]([C:10]2[CH:21]=[CH:20][C:13]([C:14]([OH:16])=[O:15])=[CH:12][CH:11]=2)[CH:5]=[C:4]([S:22][CH3:23])[C:3]=1[C:1]#[N:2], predict the reactants needed to synthesize it. The reactants are: [C:1]([C:3]1[C:8](=O)[NH:7][C:6]([C:10]2[CH:21]=[CH:20][C:13]([C:14]([O:16]C(C)C)=[O:15])=[CH:12][CH:11]=2)=[CH:5][C:4]=1[S:22][CH3:23])#[N:2].P(Cl)(Cl)([Cl:26])=O.CN(C=O)C.Cl. (4) Given the product [Cl:8][C:7]1[C:2]([C:13]#[N:14])=[N:3][CH:4]=[C:5]([O:9][CH2:10][F:11])[CH:6]=1, predict the reactants needed to synthesize it. The reactants are: Cl[C:2]1[C:7]([Cl:8])=[CH:6][C:5]([O:9][CH2:10][F:11])=[CH:4][N:3]=1.O.[CH3:13][N:14](C=O)C.